Dataset: Merck oncology drug combination screen with 23,052 pairs across 39 cell lines. Task: Regression. Given two drug SMILES strings and cell line genomic features, predict the synergy score measuring deviation from expected non-interaction effect. (1) Cell line: NCIH460. Drug 2: C#Cc1cccc(Nc2ncnc3cc(OCCOC)c(OCCOC)cc23)c1. Synergy scores: synergy=55.5. Drug 1: CCC1(O)CC2CN(CCc3c([nH]c4ccccc34)C(C(=O)OC)(c3cc4c(cc3OC)N(C)C3C(O)(C(=O)OC)C(OC(C)=O)C5(CC)C=CCN6CCC43C65)C2)C1. (2) Drug 1: Cn1nnc2c(C(N)=O)ncn2c1=O. Drug 2: CC1(c2nc3c(C(N)=O)cccc3[nH]2)CCCN1. Cell line: LOVO. Synergy scores: synergy=1.12. (3) Drug 1: CCN(CC)CCNC(=O)c1c(C)[nH]c(C=C2C(=O)Nc3ccc(F)cc32)c1C. Drug 2: NC1(c2ccc(-c3nc4ccn5c(=O)[nH]nc5c4cc3-c3ccccc3)cc2)CCC1. Cell line: A427. Synergy scores: synergy=13.1.